Dataset: Forward reaction prediction with 1.9M reactions from USPTO patents (1976-2016). Task: Predict the product of the given reaction. (1) Given the reactants CN(C(ON1N=NC2C=CC=NC1=2)=[N+](C)C)C.F[P-](F)(F)(F)(F)F.[N:25]1[C:34]2[C:29](=[CH:30][C:31]([CH2:35][N:36]3[C:44]4[C:39](=[N:40][CH:41]=[C:42]([C:45]5[CH:53]=[CH:52][C:48]([C:49]([OH:51])=O)=[CH:47][CH:46]=5)[N:43]=4)[N:38]=[N:37]3)=[CH:32][CH:33]=2)[CH:28]=[CH:27][CH:26]=1.[CH3:54][N:55]([CH3:60])[CH2:56][CH2:57][NH:58][CH3:59].C(N(CC)CC)C, predict the reaction product. The product is: [CH3:54][N:55]([CH3:60])[CH2:56][CH2:57][N:58]([CH3:59])[C:49](=[O:51])[C:48]1[CH:47]=[CH:46][C:45]([C:42]2[N:43]=[C:44]3[N:36]([CH2:35][C:31]4[CH:30]=[C:29]5[C:34](=[CH:33][CH:32]=4)[N:25]=[CH:26][CH:27]=[CH:28]5)[N:37]=[N:38][C:39]3=[N:40][CH:41]=2)=[CH:53][CH:52]=1. (2) Given the reactants [NH2:1][C:2]1[N:7]=[C:6]([C:8]2[CH:13]=[CH:12][C:11]([OH:14])=[CH:10][C:9]=2[CH:15]2[CH2:19][CH2:18][CH2:17][CH2:16]2)[CH:5]=[CH:4][CH:3]=1.Cl[CH2:21][CH2:22][N:23]1[CH2:27][CH2:26][CH2:25][CH2:24]1, predict the reaction product. The product is: [CH:15]1([C:9]2[CH:10]=[C:11]([O:14][CH2:21][CH2:22][N:23]3[CH2:27][CH2:26][CH2:25][CH2:24]3)[CH:12]=[CH:13][C:8]=2[C:6]2[N:7]=[C:2]([NH2:1])[CH:3]=[CH:4][CH:5]=2)[CH2:19][CH2:18][CH2:17][CH2:16]1. (3) Given the reactants C([O:5][P:6](N(CC)CC)[O:7]C(C)(C)C)(C)(C)C.[Cl:17][C:18]1[CH:19]=[C:20]([CH:55]=[CH:56][CH:57]=1)[C:21]([NH:23][C:24]1[CH:29]=[CH:28][C:27]([NH:30][C:31]2[C:40]3[C:35](=[CH:36][C:37]([O:43][CH2:44][CH2:45][CH2:46][N:47]4[CH2:52][CH2:51][CH2:50][CH2:49][CH:48]4[CH2:53][OH:54])=[C:38]([O:41][CH3:42])[CH:39]=3)[N:34]=[CH:33][N:32]=2)=[CH:26][N:25]=1)=[O:22].[OH:58]O.S(S([O-])=O)([O-])(=O)=[O:61].[Na+].[Na+].Cl, predict the reaction product. The product is: [P:6]([OH:7])([OH:61])([O:54][CH2:53][CH:48]1[CH2:49][CH2:50][CH2:51][CH2:52][N:47]1[CH2:46][CH2:45][CH2:44][O:43][C:37]1[CH:36]=[C:35]2[C:40]([C:31]([NH:30][C:27]3[CH:26]=[N:25][C:24]([NH:23][C:21](=[O:22])[C:20]4[CH:55]=[CH:56][CH:57]=[C:18]([Cl:17])[CH:19]=4)=[CH:29][CH:28]=3)=[N:32][CH:33]=[N:34]2)=[CH:39][C:38]=1[O:41][CH3:42])=[O:5].[P:6]([OH:7])([OH:58])([O:54][CH3:53])=[O:5]. (4) Given the reactants Cl[C:2]1[CH:7]=[C:6]([CH2:8][N:9]2[CH2:14][CH2:13][N:12]([C:15](=[O:18])[NH:16][CH3:17])[CH2:11][CH2:10]2)[CH:5]=[CH:4][N:3]=1.[NH2:19][C:20]1[N:21]=[CH:22][C:23]2[C:28]([CH:29]=1)=[CH:27][CH:26]=[CH:25][CH:24]=2.CC1(C)C2C(=C(P(C3C=CC=CC=3)C3C=CC=CC=3)C=CC=2)OC2C(P(C3C=CC=CC=3)C3C=CC=CC=3)=CC=CC1=2.C([O-])([O-])=O.[Cs+].[Cs+], predict the reaction product. The product is: [CH3:17][NH:16][C:15]([N:12]1[CH2:13][CH2:14][N:9]([CH2:8][C:6]2[CH:5]=[CH:4][N:3]=[C:2]([NH:19][C:20]3[N:21]=[CH:22][C:23]4[C:28]([CH:29]=3)=[CH:27][CH:26]=[CH:25][CH:24]=4)[CH:7]=2)[CH2:10][CH2:11]1)=[O:18]. (5) Given the reactants [CH2:1]([O:8][C:9]([NH:11][CH:12]1[CH2:21][CH2:20][C:19]2[N:18]=[CH:17][CH:16]=[CH:15][C:14]=2[CH2:13]1)=[O:10])[C:2]1[CH:7]=[CH:6][CH:5]=[CH:4][CH:3]=1.ClC1C=C(C=CC=1)C(OO)=[O:27], predict the reaction product. The product is: [CH2:1]([O:8][C:9]([NH:11][CH:12]1[CH2:21][CH2:20][C:19]2[N+:18]([O-:27])=[CH:17][CH:16]=[CH:15][C:14]=2[CH2:13]1)=[O:10])[C:2]1[CH:3]=[CH:4][CH:5]=[CH:6][CH:7]=1.